From a dataset of Forward reaction prediction with 1.9M reactions from USPTO patents (1976-2016). Predict the product of the given reaction. (1) Given the reactants O[CH2:2][CH:3]1[CH2:8][CH2:7][CH2:6][CH2:5][N:4]1[C:9]([O:11][C:12]([CH3:15])([CH3:14])[CH3:13])=[O:10].[Cl:16][C:17]1[CH:25]=[CH:24][CH:23]=[C:22]2[C:18]=1[C:19]([C:26]([NH:28][CH2:29][CH:30]1[CH2:35][CH2:34][C:33]([F:37])([F:36])[CH2:32][CH2:31]1)=[O:27])=[CH:20][NH:21]2, predict the reaction product. The product is: [Cl:16][C:17]1[CH:25]=[CH:24][CH:23]=[C:22]2[C:18]=1[C:19]([C:26](=[O:27])[NH:28][CH2:29][CH:30]1[CH2:31][CH2:32][C:33]([F:37])([F:36])[CH2:34][CH2:35]1)=[CH:20][N:21]2[CH2:2][CH:3]1[CH2:8][CH2:7][CH2:6][CH2:5][N:4]1[C:9]([O:11][C:12]([CH3:15])([CH3:14])[CH3:13])=[O:10]. (2) Given the reactants [Br:1][C:2]1[CH:7]=[C:6]([F:8])[CH:5]=[C:4]([OH:9])[C:3]=1[OH:10].C(=O)([O-])[O-].[K+].[K+].Br[C:18](Br)([C:24]([O:26][CH2:27][CH3:28])=[O:25])[C:19]([O:21][CH2:22][CH3:23])=[O:20], predict the reaction product. The product is: [CH2:27]([O:26][C:24]([C:18]1([C:19]([O:21][CH2:22][CH3:23])=[O:20])[O:9][C:4]2[CH:5]=[C:6]([F:8])[CH:7]=[C:2]([Br:1])[C:3]=2[O:10]1)=[O:25])[CH3:28]. (3) The product is: [NH2:8][CH:9]([C:24]1[CH:25]=[CH:26][CH:27]=[CH:28][CH:29]=1)[C:10]1[CH:11]=[CH:12][C:13]([P:16](=[O:23])([O:20][CH2:21][CH3:22])[O:17][CH2:18][CH3:19])=[N:14][CH:15]=1. Given the reactants C(OC([NH:8][CH:9]([C:24]1[CH:29]=[CH:28][CH:27]=[CH:26][CH:25]=1)[C:10]1[CH:11]=[CH:12][C:13]([P:16](=[O:23])([O:20][CH2:21][CH3:22])[O:17][CH2:18][CH3:19])=[N:14][CH:15]=1)=O)(C)(C)C, predict the reaction product. (4) Given the reactants [Cl:1][C:2]1[CH:33]=[CH:32][CH:31]=[C:30]([C:34]([F:37])([F:36])[F:35])[C:3]=1[C:4]([N:6]1[C:14]2[C:9](=[CH:10][CH:11]=[C:12]([C:15]#[C:16][CH2:17][OH:18])[CH:13]=2)[C:8]([C:19]2[CH:28]=[CH:27][C:22]([C:23]([O:25][CH3:26])=[O:24])=[CH:21][C:20]=2[F:29])=[N:7]1)=[O:5].CC(OI1(OC(C)=O)(OC(C)=O)OC(=O)C2C=CC=CC1=2)=O, predict the reaction product. The product is: [Cl:1][C:2]1[CH:33]=[CH:32][CH:31]=[C:30]([C:34]([F:36])([F:37])[F:35])[C:3]=1[C:4]([N:6]1[C:14]2[C:9](=[CH:10][CH:11]=[C:12]([C:15]#[C:16][CH:17]=[O:18])[CH:13]=2)[C:8]([C:19]2[CH:28]=[CH:27][C:22]([C:23]([O:25][CH3:26])=[O:24])=[CH:21][C:20]=2[F:29])=[N:7]1)=[O:5]. (5) Given the reactants F[C:2]1[C:9]([C:10]([F:13])([F:12])[F:11])=[CH:8][CH:7]=[CH:6][C:3]=1[CH:4]=O.[H-].[Na+].[SH:16][CH2:17][C:18]([O:20][CH3:21])=[O:19], predict the reaction product. The product is: [F:11][C:10]([F:13])([F:12])[C:9]1[C:2]2[S:16][C:17]([C:18]([O:20][CH3:21])=[O:19])=[CH:4][C:3]=2[CH:6]=[CH:7][CH:8]=1. (6) Given the reactants Cl[C:2]1[C:3]([NH:8][S:9]([C:12]2[CH:17]=[CH:16][CH:15]=[CH:14][C:13]=2[C:18]([F:21])([F:20])[F:19])(=[O:11])=[O:10])=[N:4][CH:5]=[CH:6][N:7]=1.[CH2:22]([OH:25])[C:23]#[CH:24].CC(O[K])=O, predict the reaction product. The product is: [OH:25][CH2:22][C:23]#[C:24][C:2]1[C:3]([NH:8][S:9]([C:12]2[CH:17]=[CH:16][CH:15]=[CH:14][C:13]=2[C:18]([F:21])([F:20])[F:19])(=[O:11])=[O:10])=[N:4][CH:5]=[CH:6][N:7]=1.